This data is from Full USPTO retrosynthesis dataset with 1.9M reactions from patents (1976-2016). The task is: Predict the reactants needed to synthesize the given product. (1) The reactants are: [CH2:1]1[CH:5]2[CH:6]=[CH:7][CH:3]([CH2:4]2)[CH2:2]1.[CH2:8]=[CH:9][CH:10]=[CH2:11]. Given the product [CH:3]12[CH2:4][CH:5]([CH:1]3[C:2]1=[CH:11][CH2:10][CH2:9][CH2:8]3)[CH2:6][CH2:7]2, predict the reactants needed to synthesize it. (2) Given the product [CH3:48][NH:49][C:50]([C:52]1[CH:57]=[C:56]([O:58][C:59]2[CH:70]=[CH:69][C:62]3[N:63]=[C:64]([NH:40][CH:38]([C:37]4[C:32]5[O:31][CH2:30][CH2:29][O:28][C:33]=5[CH:34]=[CH:35][CH:36]=4)[CH3:39])[O:65][C:61]=3[CH:60]=2)[CH:55]=[CH:54][N:53]=1)=[O:51], predict the reactants needed to synthesize it. The reactants are: O1C2C=CC=C(C=O)C=2OCC1.O1C2C=CC=C(C=N)C=2OCC1.C[Mg]Br.[O:28]1[C:33]2[CH:34]=[CH:35][CH:36]=[C:37]([CH:38]([NH2:40])[CH3:39])[C:32]=2[O:31][CH2:30][CH2:29]1.FC(F)(F)C(O)=O.[CH3:48][NH:49][C:50]([C:52]1[CH:57]=[C:56]([O:58][C:59]2[CH:70]=[CH:69][C:62]3[N:63]=[C:64](S(C)=O)[O:65][C:61]=3[CH:60]=2)[CH:55]=[CH:54][N:53]=1)=[O:51].